This data is from Forward reaction prediction with 1.9M reactions from USPTO patents (1976-2016). The task is: Predict the product of the given reaction. (1) Given the reactants [CH3:1][C@H:2]1[CH2:7][C@@H:6]([OH:8])[C@H:5]([CH:9]([CH3:11])[CH3:10])[CH2:4][CH2:3]1.O[C@@H](C)CC(OC1(C)CCC(C(C)C)CC1)=O, predict the reaction product. The product is: [CH:2]1([CH3:1])[CH2:3][CH2:4][CH:5]([CH:9]([CH3:10])[CH3:11])[CH:6]([OH:8])[CH2:7]1. (2) The product is: [Cl:1][C:2]1[CH:7]=[CH:6][C:5]([C:8]2[CH:9]=[CH:10][C:11]([C:14](=[N:25][O:24][CH3:23])[CH2:15][CH2:16][C:17]([F:20])([F:19])[F:18])=[N:12][CH:13]=2)=[CH:4][CH:3]=1. Given the reactants [Cl:1][C:2]1[CH:7]=[CH:6][C:5]([C:8]2[CH:9]=[CH:10][C:11]([C:14](=O)[CH2:15][CH2:16][C:17]([F:20])([F:19])[F:18])=[N:12][CH:13]=2)=[CH:4][CH:3]=1.Cl.[CH3:23][O:24][NH2:25].N1C=CC=CC=1, predict the reaction product.